Dataset: Peptide-MHC class I binding affinity with 185,985 pairs from IEDB/IMGT. Task: Regression. Given a peptide amino acid sequence and an MHC pseudo amino acid sequence, predict their binding affinity value. This is MHC class I binding data. The peptide sequence is AVLDRDGNFR. The MHC is HLA-A11:01 with pseudo-sequence HLA-A11:01. The binding affinity (normalized) is 0.758.